From a dataset of Full USPTO retrosynthesis dataset with 1.9M reactions from patents (1976-2016). Predict the reactants needed to synthesize the given product. (1) Given the product [NH2:4][C:5]1[CH:6]=[C:7]2[C:12](=[CH:13][C:14]=1[O:15][CH3:16])[CH:11]([C:17]1[CH:18]=[CH:19][C:20]([N+:23]([O-:25])=[O:24])=[CH:21][CH:22]=1)[O:10][CH:9]([CH3:26])[CH2:8]2, predict the reactants needed to synthesize it. The reactants are: C([NH:4][C:5]1[CH:6]=[C:7]2[C:12](=[CH:13][C:14]=1[O:15][CH3:16])[CH:11]([C:17]1[CH:22]=[CH:21][C:20]([N+:23]([O-:25])=[O:24])=[CH:19][CH:18]=1)[O:10][CH:9]([CH3:26])[CH2:8]2)(=O)C. (2) Given the product [C:14]([C:4]([NH2:1])=[O:5])([O:13][C:9]([CH3:12])([CH3:11])[CH3:10])=[O:15], predict the reactants needed to synthesize it. The reactants are: [N:1]([C:4](N=[N+]=[N-])=[O:5])=[N+]=[N-].[C:9]([O:13][C:14](OC([O-])=O)=[O:15])([CH3:12])([CH3:11])[CH3:10]. (3) Given the product [F:1][C:2]1[CH:7]=[CH:6][C:5]([CH:8]([OH:27])[CH:9]([CH2:15][C:16]2[CH:21]=[CH:20][CH:19]=[C:18]([S:22][C:23]([F:24])([F:25])[F:26])[CH:17]=2)[C:10]([OH:12])=[O:11])=[CH:4][CH:3]=1, predict the reactants needed to synthesize it. The reactants are: [F:1][C:2]1[CH:7]=[CH:6][C:5]([CH:8]([OH:27])[CH:9]([CH2:15][C:16]2[CH:21]=[CH:20][CH:19]=[C:18]([S:22][C:23]([F:26])([F:25])[F:24])[CH:17]=2)[C:10]([O:12]CC)=[O:11])=[CH:4][CH:3]=1.[OH-].[Na+].